This data is from Catalyst prediction with 721,799 reactions and 888 catalyst types from USPTO. The task is: Predict which catalyst facilitates the given reaction. The catalyst class is: 7. Product: [F:1][C:2]1[C:9]([CH3:10])=[C:8]([F:11])[CH:7]=[CH:6][C:3]=1[CH2:4][NH2:5]. Reactant: [F:1][C:2]1[C:9]([CH3:10])=[C:8]([F:11])[CH:7]=[CH:6][C:3]=1[C:4]#[N:5].[H-].[Al+3].[Li+].[H-].[H-].[H-].O.